Dataset: Forward reaction prediction with 1.9M reactions from USPTO patents (1976-2016). Task: Predict the product of the given reaction. (1) Given the reactants C(OC([N:8]1[CH2:20][C:19]2[S:18][C:17]3[N:16]=[C:15]([CH3:21])[C:14]([C:22](=[O:24])[CH3:23])=[C:13]([C:25]4[CH:30]=[CH:29][CH:28]=[CH:27][CH:26]=4)[C:12]=3[C:11]=2[CH2:10][CH2:9]1)=O)(C)(C)C.FC(F)(F)C(O)=O.C([O-])(O)=O.[Na+], predict the reaction product. The product is: [CH3:21][C:15]1[C:14]([C:22](=[O:24])[CH3:23])=[C:13]([C:25]2[CH:30]=[CH:29][CH:28]=[CH:27][CH:26]=2)[C:12]2[C:11]3[CH2:10][CH2:9][NH:8][CH2:20][C:19]=3[S:18][C:17]=2[N:16]=1. (2) The product is: [Br:8][C:9]1[CH:10]=[C:11]([CH2:12][OH:13])[CH:15]=[CH:16][N:17]=1. Given the reactants C(N(CC)CC)C.[Br:8][C:9]1[CH:10]=[C:11]([CH:15]=[CH:16][N:17]=1)[C:12](O)=[O:13].ClC(OCC(C)C)=O.[H-].[H-].[H-].[H-].[Li+].[Al+3], predict the reaction product. (3) Given the reactants [CH3:1][C:2]1[CH:3]=[CH:4][C:5]2[O:10][CH2:9][C:8](=[O:11])[NH:7][C:6]=2[CH:12]=1.[H-].[Na+].CS(O[CH2:20][CH2:21][N:22]1[CH2:27][CH2:26][CH:25]([NH:28][C:29]([O:31][C:32]([CH3:35])([CH3:34])[CH3:33])=[O:30])[CH2:24][CH2:23]1)(=O)=O.COC1C=C2C(C=CC(=O)N2CCN2CCC(NC(=O)OC(C)(C)C)CC2)=CC=1, predict the reaction product. The product is: [CH3:1][C:2]1[CH:3]=[CH:4][C:5]2[O:10][CH2:9][C:8](=[O:11])[N:7]([CH2:20][CH2:21][N:22]3[CH2:27][CH2:26][CH:25]([NH:28][C:29](=[O:30])[O:31][C:32]([CH3:35])([CH3:34])[CH3:33])[CH2:24][CH2:23]3)[C:6]=2[CH:12]=1. (4) Given the reactants [Cl-].[CH3:2][O:3][CH2:4][N+:5]1([CH3:10])[CH2:9][CH2:8][CH2:7][CH2:6]1.[F:11][C:12]([F:18])([F:17])[S:13]([OH:16])(=[O:15])=[O:14], predict the reaction product. The product is: [F:11][C:12]([F:18])([F:17])[S:13]([OH:16])(=[O:15])=[O:14].[CH3:2][O:3][CH2:4][N+:5]1([CH3:10])[CH2:9][CH2:8][CH2:7][CH2:6]1. (5) Given the reactants Cl.[NH2:2][CH:3]([C:14]1[CH:15]=[CH:16][C:17]2[N:18]([C:20]([CH:23]([CH3:25])[CH3:24])=[N:21][N:22]=2)[N:19]=1)[C:4]([C:6]1[CH:11]=[CH:10][C:9]([F:12])=[CH:8][C:7]=1[F:13])=O.[O-:26][C:27]#[N:28].[K+], predict the reaction product. The product is: [F:13][C:7]1[CH:8]=[C:9]([F:12])[CH:10]=[CH:11][C:6]=1[C:4]1[NH:28][C:27](=[O:26])[NH:2][C:3]=1[C:14]1[CH:15]=[CH:16][C:17]2[N:18]([C:20]([CH:23]([CH3:25])[CH3:24])=[N:21][N:22]=2)[N:19]=1. (6) Given the reactants IC.[C:3]([O-])([O-])=O.[K+].[K+].[Br:9][C:10]1[C:11]([OH:20])=[C:12]([C:16]([O:18][CH3:19])=[O:17])[S:13][C:14]=1[Br:15], predict the reaction product. The product is: [Br:9][C:10]1[C:11]([O:20][CH3:3])=[C:12]([C:16]([O:18][CH3:19])=[O:17])[S:13][C:14]=1[Br:15]. (7) The product is: [Br:30][C:18]1[CH:17]=[C:16]([C:15]#[C:14][CH2:13][O:12][C:9]2[CH:8]=[CH:7][C:6]([O:5][CH2:4][C:3]([OH:31])=[O:2])=[CH:11][CH:10]=2)[CH:21]=[C:20]([C:22]#[C:23][C:24]2[CH:25]=[CH:26][CH:27]=[CH:28][CH:29]=2)[CH:19]=1. Given the reactants C[O:2][C:3](=[O:31])[CH2:4][O:5][C:6]1[CH:11]=[CH:10][C:9]([O:12][CH2:13][C:14]#[C:15][C:16]2[CH:21]=[C:20]([C:22]#[C:23][C:24]3[CH:29]=[CH:28][CH:27]=[CH:26][CH:25]=3)[CH:19]=[C:18]([Br:30])[CH:17]=2)=[CH:8][CH:7]=1.[Li+].[OH-].O.Cl, predict the reaction product. (8) Given the reactants Br[C:2]1[S:3][C:4]([C:7]2[N:8]=[N:9][N:10]([CH2:12][C:13]([O:15][C:16]([CH3:19])([CH3:18])[CH3:17])=[O:14])[N:11]=2)=[CH:5][N:6]=1.Cl.[F:21][C:22]([F:38])([F:37])[C:23]1[CH:28]=[CH:27][CH:26]=[CH:25][C:24]=1[N:29]1[CH2:36][CH:35]2[CH:31]([CH2:32][NH:33][CH2:34]2)[CH2:30]1.CCN(C(C)C)C(C)C, predict the reaction product. The product is: [F:37][C:22]([F:21])([F:38])[C:23]1[CH:28]=[CH:27][CH:26]=[CH:25][C:24]=1[N:29]1[CH2:30][CH:31]2[CH2:32][N:33]([C:2]3[S:3][C:4]([C:7]4[N:8]=[N:9][N:10]([CH2:12][C:13]([O:15][C:16]([CH3:19])([CH3:18])[CH3:17])=[O:14])[N:11]=4)=[CH:5][N:6]=3)[CH2:34][CH:35]2[CH2:36]1. (9) Given the reactants [CH:1]1([CH3:11])[CH2:6][CH2:5][CH:4]([CH:7]([CH3:9])[CH3:8])[CH:3](O)[CH2:2]1.[ClH:12], predict the reaction product. The product is: [CH:1]1([CH3:11])[CH2:6][CH2:5][CH:4]([CH:7]([CH3:9])[CH3:8])[CH:3]([Cl:12])[CH2:2]1.